This data is from Full USPTO retrosynthesis dataset with 1.9M reactions from patents (1976-2016). The task is: Predict the reactants needed to synthesize the given product. (1) The reactants are: [CH3:1][N:2]1[C@@H:18]2[CH2:19][C:7]3[CH:8]=[CH:9][C:10]([O:21][CH3:22])=[C:11]4[O:12][C@H:13]5[C@@H:14]([OH:20])[CH:15]=[CH:16][C@@H:17]2[C@:5]5([C:6]=34)[CH2:4][CH2:3]1.CN1[C@@H]2CC3C=CC(OC)=C4O[C@H]5C(C=C[C@@H]2[C@]5(C=34)CC1)=O.CN1[C@@H]2CC3C=CC(OC)=C4O[C@H]5C(CC=C2[C@]5(C=34)CC1)=O. Given the product [CH3:1][N:2]1[C@@H:18]2[CH2:19][C:7]3[CH:8]=[CH:9][C:10]([O:21][CH3:22])=[C:11]4[O:12][C@H:13]5[C:14]([CH:15]=[CH:16][C@@H:17]2[C@:5]5([C:6]=34)[CH2:4][CH2:3]1)=[O:20], predict the reactants needed to synthesize it. (2) Given the product [CH3:9][S:8][C:3]([NH:10][C:11]1[CH:12]=[C:13]([NH:17][C:18]([C:20]2[S:21][CH:22]=[CH:23][C:24]=2[NH:25][CH2:26][C:27]2[C:36]3[C:31](=[CH:32][CH:33]=[CH:34][CH:35]=3)[N:30]=[CH:29][CH:28]=2)=[O:19])[CH:14]=[CH:15][CH:16]=1)=[CH:4][N+:5]([O-:7])=[O:6], predict the reactants needed to synthesize it. The reactants are: CS[C:3]([S:8][CH3:9])=[CH:4][N+:5]([O-:7])=[O:6].[NH2:10][C:11]1[CH:12]=[C:13]([NH:17][C:18]([C:20]2[S:21][CH:22]=[CH:23][C:24]=2[NH:25][CH2:26][C:27]2[C:36]3[C:31](=[CH:32][CH:33]=[CH:34][CH:35]=3)[N:30]=[CH:29][CH:28]=2)=[O:19])[CH:14]=[CH:15][CH:16]=1. (3) The reactants are: [CH2:1]([C:5]1[C:6]([CH3:14])=[C:7]([C:11]([OH:13])=O)[S:8][C:9]=1[CH3:10])[CH:2]([CH3:4])[CH3:3].[OH:15][C:16]1[C:25]([CH2:26][CH3:27])=[CH:24][C:19]([C:20]([NH:22]O)=[NH:21])=[CH:18][C:17]=1[CH2:28][CH3:29]. Given the product [CH2:28]([C:17]1[CH:18]=[C:19]([C:20]2[N:22]=[C:11]([C:7]3[S:8][C:9]([CH3:10])=[C:5]([CH2:1][CH:2]([CH3:3])[CH3:4])[C:6]=3[CH3:14])[O:13][N:21]=2)[CH:24]=[C:25]([CH2:26][CH3:27])[C:16]=1[OH:15])[CH3:29], predict the reactants needed to synthesize it. (4) Given the product [F:1][C:2]1[CH:3]=[C:4]([CH:14]([NH:16][C:17]([C:19]2[N:20]=[C:21]([O:34][C:30]3[CH:31]=[CH:32][CH:33]=[C:28]([N:27]([CH2:35][CH3:36])[CH2:25][CH3:26])[CH:29]=3)[O:22][CH:23]=2)=[O:18])[CH3:15])[CH:5]=[C:6]([F:13])[C:7]=1[NH:8][S:9]([CH3:12])(=[O:11])=[O:10], predict the reactants needed to synthesize it. The reactants are: [F:1][C:2]1[CH:3]=[C:4]([CH:14]([NH:16][C:17]([C:19]2[N:20]=[C:21](Cl)[O:22][CH:23]=2)=[O:18])[CH3:15])[CH:5]=[C:6]([F:13])[C:7]=1[NH:8][S:9]([CH3:12])(=[O:11])=[O:10].[CH2:25]([N:27]([CH2:35][CH3:36])[C:28]1[CH:29]=[C:30]([OH:34])[CH:31]=[CH:32][CH:33]=1)[CH3:26]. (5) Given the product [CH3:17][O:16][C:13]1[CH:12]=[CH:11][C:10]([S:9][CH:5]([CH:6]([CH3:8])[CH3:7])[C:4]([OH:18])=[O:3])=[CH:15][CH:14]=1, predict the reactants needed to synthesize it. The reactants are: C([O:3][C:4](=[O:18])[CH:5]([S:9][C:10]1[CH:15]=[CH:14][C:13]([O:16][CH3:17])=[CH:12][CH:11]=1)[CH:6]([CH3:8])[CH3:7])C. (6) Given the product [F:39][CH:40]([F:41])[CH:37]([CH:33]1[CH2:32][N:31]([C@@H:29]([C:26]2[CH:27]=[CH:28][C:23]([O:22][CH3:21])=[CH:24][CH:25]=2)[CH3:30])[C:35](=[O:36])[CH2:34]1)[OH:38], predict the reactants needed to synthesize it. The reactants are: [F-].[K+].C1OCCOCCOCCOCCOCCOC1.[CH3:21][O:22][C:23]1[CH:28]=[CH:27][C:26]([C@H:29]([N:31]2[C:35](=[O:36])[CH2:34][C@@H:33]([CH:37]=[O:38])[CH2:32]2)[CH3:30])=[CH:25][CH:24]=1.[F:39][CH:40]([Si](C)(C)C)[F:41].Cl. (7) Given the product [Cl:16][C:13]1[CH:12]=[CH:11][C:10]([C@H:4]([CH2:3][NH:2][C:26](=[O:27])[C:25]([F:36])([F:35])[F:24])[CH2:5][C:6]([O:8][CH3:9])=[O:7])=[CH:15][C:14]=1[N+:37]([O-:39])=[O:38], predict the reactants needed to synthesize it. The reactants are: Cl.[NH2:2][CH2:3][C@@H:4]([C:10]1[CH:15]=[CH:14][C:13]([Cl:16])=[CH:12][CH:11]=1)[CH2:5][C:6]([O:8][CH3:9])=[O:7].C(N(CC)CC)C.[F:24][C:25]([F:36])([F:35])[C:26](O[C:26](=[O:27])[C:25]([F:36])([F:35])[F:24])=[O:27].[N+:37]([O-])([OH:39])=[O:38]. (8) The reactants are: Cl[C:2]1[N:20]=[C:5]2[C:6]([C:10]3[CH:15]=[CH:14][C:13]([S:16]([CH3:19])(=[O:18])=[O:17])=[CH:12][CH:11]=3)=[CH:7][CH:8]=[CH:9][N:4]2[N:3]=1.[C:21]([O:25][C:26]([N:28]1[CH2:33][CH2:32][N:31]([C:34]2[CH:39]=[CH:38][CH:37]=[C:36]([NH2:40])[CH:35]=2)[CH2:30][CH2:29]1)=[O:27])([CH3:24])([CH3:23])[CH3:22].C1(P(C2CCCCC2)C2C=CC=CC=2C2C=CC=CC=2P(C2CCCCC2)C2CCCCC2)CCCCC1. Given the product [C:21]([O:25][C:26]([N:28]1[CH2:33][CH2:32][N:31]([C:34]2[CH:39]=[CH:38][CH:37]=[C:36]([NH:40][C:2]3[N:20]=[C:5]4[C:6]([C:10]5[CH:15]=[CH:14][C:13]([S:16]([CH3:19])(=[O:18])=[O:17])=[CH:12][CH:11]=5)=[CH:7][CH:8]=[CH:9][N:4]4[N:3]=3)[CH:35]=2)[CH2:30][CH2:29]1)=[O:27])([CH3:24])([CH3:22])[CH3:23], predict the reactants needed to synthesize it. (9) Given the product [Br:1][C:2]1[C:10]([O:11][CH2:12][C:13]([NH2:15])=[O:14])=[C:9]([Br:16])[CH:8]=[CH:7][C:3]=1[C:4]([O:6][C:17]1[CH2:22][CH2:21][CH2:20][C:19](=[O:23])[CH:18]=1)=[O:5], predict the reactants needed to synthesize it. The reactants are: [Br:1][C:2]1[C:10]([O:11][CH2:12][C:13]([NH2:15])=[O:14])=[C:9]([Br:16])[CH:8]=[CH:7][C:3]=1[C:4]([OH:6])=[O:5].[C:17]1(=O)[CH2:22][CH2:21][CH2:20][C:19](=[O:23])[CH2:18]1. (10) Given the product [NH2:1][C:2]1[N:7]=[C:6]([C:8]([O:10][CH2:16][CH3:17])=[O:9])[CH:5]=[CH:4][CH:3]=1, predict the reactants needed to synthesize it. The reactants are: [NH2:1][C:2]1[N:7]=[C:6]([C:8]([OH:10])=[O:9])[CH:5]=[CH:4][CH:3]=1.S(=O)(=O)(O)O.[CH2:16](O)[CH3:17].